Predict the reaction yield, written as a fraction of the theoretical maximum amount of product (1.0 means a 100% yield; for example, 0.34 means a 34% yield). From a dataset of Reaction yield outcomes from USPTO patents with 853,638 reactions. (1) The reactants are Br[C:2]1[CH:3]=[C:4]([CH:20]=[CH:21][C:22]=1[O:23][CH3:24])[CH:5]=[C:6]1[C:14]2[C:9](=[CH:10][C:11]([NH:15][C:16](=[O:18])[CH3:17])=[CH:12][CH:13]=2)[NH:8][C:7]1=[O:19].C(=O)([O-])[O-].[Na+].[Na+].[C:31]([NH:34][C:35]1[CH:36]=[C:37](B(O)O)[CH:38]=[CH:39][CH:40]=1)(=[O:33])[CH3:32].O. The catalyst is C1(C)C=CC=CC=1.C(O)C.C1C=CC([P]([Pd]([P](C2C=CC=CC=2)(C2C=CC=CC=2)C2C=CC=CC=2)([P](C2C=CC=CC=2)(C2C=CC=CC=2)C2C=CC=CC=2)[P](C2C=CC=CC=2)(C2C=CC=CC=2)C2C=CC=CC=2)(C2C=CC=CC=2)C2C=CC=CC=2)=CC=1. The product is [C:31]([NH:34][C:35]1[CH:40]=[C:39]([C:2]2[C:22]([O:23][CH3:24])=[CH:21][CH:20]=[C:4]([CH:5]=[C:6]3[C:14]4[C:9](=[CH:10][C:11]([NH:15][C:16](=[O:18])[CH3:17])=[CH:12][CH:13]=4)[NH:8][C:7]3=[O:19])[CH:3]=2)[CH:38]=[CH:37][CH:36]=1)(=[O:33])[CH3:32]. The yield is 0.430. (2) The reactants are [Si:1]([O:18][C@H:19]([CH3:25])[CH2:20][CH2:21][CH2:22][CH2:23][OH:24])([C:14]([CH3:17])([CH3:16])[CH3:15])([C:8]1[CH:13]=[CH:12][CH:11]=[CH:10][CH:9]=1)[C:2]1[CH:7]=[CH:6][CH:5]=[CH:4][CH:3]=1.[CH2:26]=[C:27]1[CH2:32][CH2:31][N:30]([C:33]([O:35][C:36]([CH3:39])([CH3:38])[CH3:37])=[O:34])[CH2:29][CH2:28]1.[Si](OS(C(F)(F)F)(=O)=O)(C)(C)C.[I:52]N1C(=O)CCC1=O.[O-]S([O-])(=S)=O.[Na+].[Na+]. The catalyst is C(Cl)Cl.[O-]S([O-])(=O)=O.[Cu+2].CCOCC. The product is [Si:1]([O:18][C@H:19]([CH3:25])[CH2:20][CH2:21][CH2:22][CH2:23][O:24][C:27]1([CH2:26][I:52])[CH2:32][CH2:31][N:30]([C:33]([O:35][C:36]([CH3:39])([CH3:38])[CH3:37])=[O:34])[CH2:29][CH2:28]1)([C:14]([CH3:16])([CH3:17])[CH3:15])([C:8]1[CH:9]=[CH:10][CH:11]=[CH:12][CH:13]=1)[C:2]1[CH:3]=[CH:4][CH:5]=[CH:6][CH:7]=1. The yield is 0.663. (3) The reactants are [C:1](#[N:5])[CH2:2][C:3]#[N:4].[CH:6]([C:8]1[CH:16]=[C:12]([C:13]([OH:15])=[O:14])[C:11]([OH:17])=[CH:10][CH:9]=1)=O.C(N)C1C=CC=CC=1. The catalyst is C(O)C. The product is [C:3]([C:2]([C:1]#[N:5])=[CH:6][C:8]1[CH:9]=[CH:10][C:11]([OH:17])=[C:12]([CH:16]=1)[C:13]([OH:15])=[O:14])#[N:4]. The yield is 0.327. (4) The reactants are [C:1]([O:5][C:6]([N:8]1[C:16]2[C:11](=[CH:12][C:13]([CH:17]=[CH:18][C:19](OC)=[O:20])=[CH:14][CH:15]=2)[CH:10]=[C:9]1C)=[O:7])([CH3:4])([CH3:3])[CH3:2].[H-].[H-].[H-].[H-].[Li+].[Al+3]. The catalyst is C1COCC1. The product is [C:1]([O:5][C:6]([N:8]1[C:16]2[C:11](=[CH:12][C:13]([CH:17]=[CH:18][CH2:19][OH:20])=[CH:14][CH:15]=2)[CH:10]=[CH:9]1)=[O:7])([CH3:4])([CH3:3])[CH3:2]. The yield is 0.700. (5) The reactants are [C:1]([C:3]1[CH:12]=[CH:11][C:6]([C:7]([O:9][CH3:10])=[O:8])=[CH:5][CH:4]=1)#[N:2].[CH3:13][CH2:14][Mg+].[Br-].B(F)(F)F.CCOCC. The catalyst is C1(C)C=CC=CC=1.C1COCC1. The product is [NH2:2][C:1]1([C:3]2[CH:12]=[CH:11][C:6]([C:7]([O:9][CH3:10])=[O:8])=[CH:5][CH:4]=2)[CH2:14][CH2:13]1. The yield is 0.430. (6) The reactants are [N:1]1[CH:6]=[CH:5][C:4]([C:7]2[O:8][CH:9]=[CH:10][C:11]=2[C:12]2[CH:13]=[C:14]3[C:18](=[CH:19][CH:20]=2)[C:17](=[O:21])[CH2:16][CH2:15]3)=[CH:3][CH:2]=1.[Br:22]N1C(=O)CCC1=O.C(=O)([O-])O.[Na+]. The catalyst is CN(C)C=O. The product is [Br:22][C:9]1[O:8][C:7]([C:4]2[CH:3]=[CH:2][N:1]=[CH:6][CH:5]=2)=[C:11]([C:12]2[CH:13]=[C:14]3[C:18](=[CH:19][CH:20]=2)[C:17](=[O:21])[CH2:16][CH2:15]3)[CH:10]=1. The yield is 0.160. (7) The reactants are [S:1]([Cl:5])(=O)(=[O:3])[OH:2].[CH3:6][N:7]([CH3:14])[C:8]1[CH:13]=[CH:12][CH:11]=[CH:10][CH:9]=1. The catalyst is ClCCl. The product is [CH3:6][N:7]([CH3:14])[C:8]1[CH:9]=[C:10]([S:1]([Cl:5])(=[O:3])=[O:2])[CH:11]=[CH:12][CH:13]=1. The yield is 0.110.